This data is from NCI-60 drug combinations with 297,098 pairs across 59 cell lines. The task is: Regression. Given two drug SMILES strings and cell line genomic features, predict the synergy score measuring deviation from expected non-interaction effect. Drug 1: COC1=CC(=CC(=C1O)OC)C2C3C(COC3=O)C(C4=CC5=C(C=C24)OCO5)OC6C(C(C7C(O6)COC(O7)C8=CC=CS8)O)O. Drug 2: CS(=O)(=O)CCNCC1=CC=C(O1)C2=CC3=C(C=C2)N=CN=C3NC4=CC(=C(C=C4)OCC5=CC(=CC=C5)F)Cl. Cell line: A498. Synergy scores: CSS=37.1, Synergy_ZIP=4.64, Synergy_Bliss=5.97, Synergy_Loewe=-3.75, Synergy_HSA=6.72.